From a dataset of Full USPTO retrosynthesis dataset with 1.9M reactions from patents (1976-2016). Predict the reactants needed to synthesize the given product. (1) Given the product [CH:38]1([S:41]([NH:44][C:45](=[O:46])[NH:1][C:2]2[CH:36]=[CH:35][C:5]([O:6][C:7]3[CH:12]=[CH:11][N:10]=[C:9]4[CH:13]=[C:14]([C:16]5[N:21]=[CH:20][C:19]([CH2:22][N:23]([CH2:31][CH2:32][O:33][CH3:34])[C:24](=[O:30])[O:25][C:26]([CH3:29])([CH3:28])[CH3:27])=[CH:18][CH:17]=5)[S:15][C:8]=34)=[C:4]([F:37])[CH:3]=2)(=[O:43])=[O:42])[CH2:40][CH2:39]1, predict the reactants needed to synthesize it. The reactants are: [NH2:1][C:2]1[CH:36]=[CH:35][C:5]([O:6][C:7]2[CH:12]=[CH:11][N:10]=[C:9]3[CH:13]=[C:14]([C:16]4[N:21]=[CH:20][C:19]([CH2:22][N:23]([CH2:31][CH2:32][O:33][CH3:34])[C:24](=[O:30])[O:25][C:26]([CH3:29])([CH3:28])[CH3:27])=[CH:18][CH:17]=4)[S:15][C:8]=23)=[C:4]([F:37])[CH:3]=1.[CH:38]1([S:41]([NH:44][C:45](=O)[O:46]CC)(=[O:43])=[O:42])[CH2:40][CH2:39]1. (2) Given the product [CH:1]1[CH:2]=[CH:3][C:4]2[S:9][N:8]=[C:7]([N:10]3[CH2:11][CH2:12][N:13]([CH2:16][CH2:17][C:18]4[CH:19]=[C:20]5[CH2:28][C:26](=[O:27])[NH:25][C:21]5=[CH:22][C:23]=4[Cl:24])[CH2:14][CH2:15]3)[C:5]=2[CH:6]=1.[S:36]([CH2:34][CH3:35])([O-:39])(=[O:38])=[O:37], predict the reactants needed to synthesize it. The reactants are: [CH:1]1[CH:2]=[CH:3][C:4]2[S:9][N:8]=[C:7]([N:10]3[CH2:15][CH2:14][N:13]([CH2:16][CH2:17][C:18]4[CH:19]=[C:20]5[CH2:28][C:26](=[O:27])[NH:25][C:21]5=[CH:22][C:23]=4[Cl:24])[CH2:12][CH2:11]3)[C:5]=2[CH:6]=1.C1COCC1.[CH2:34]([S:36]([OH:39])(=[O:38])=[O:37])[CH3:35]. (3) Given the product [Cl:24][C:21]1[CH:20]=[CH:19][C:18]([CH2:17][O:16][CH2:15][CH2:14][CH:11]2[CH2:12][CH2:13][NH:8][CH2:9][CH2:10]2)=[CH:23][CH:22]=1, predict the reactants needed to synthesize it. The reactants are: C(OC([N:8]1[CH2:13][CH2:12][CH:11]([CH2:14][CH2:15][O:16][CH2:17][C:18]2[CH:23]=[CH:22][C:21]([Cl:24])=[CH:20][CH:19]=2)[CH2:10][CH2:9]1)=O)(C)(C)C.Cl.CCOCC. (4) Given the product [NH2:1][C:2]([NH:4][C:5]1[C:6]([C:10]([NH2:12])=[O:11])=[N:7][N:8]([C:30]2[CH:31]=[CH:32][C:27]([CH:24]([CH3:26])[CH3:25])=[CH:28][CH:29]=2)[CH:9]=1)=[O:3], predict the reactants needed to synthesize it. The reactants are: [NH2:1][C:2]([NH:4][C:5]1[C:6]([C:10]([NH:12]CC2C=CC(OC)=CC=2OC)=[O:11])=[N:7][NH:8][CH:9]=1)=[O:3].[CH:24]([C:27]1[CH:32]=[CH:31][C:30](B(O)O)=[CH:29][CH:28]=1)([CH3:26])[CH3:25].N1C=CC=CC=1.